This data is from Full USPTO retrosynthesis dataset with 1.9M reactions from patents (1976-2016). The task is: Predict the reactants needed to synthesize the given product. (1) Given the product [Cl:1][C:2]1[C:9]([F:10])=[CH:8][CH:7]=[C:6]([F:11])[C:3]=1[CH2:4][NH:15][CH:12]1[CH2:14][CH2:13]1, predict the reactants needed to synthesize it. The reactants are: [Cl:1][C:2]1[C:9]([F:10])=[CH:8][CH:7]=[C:6]([F:11])[C:3]=1[CH:4]=O.[CH:12]1([NH2:15])[CH2:14][CH2:13]1. (2) Given the product [F:11][C:8]1[CH:9]=[CH:10][C:5]2[N:6]([C:2]([N:16]3[CH2:17][CH2:18][CH2:19][C@H:14]([OH:13])[CH2:15]3)=[N:3][N:4]=2)[CH:7]=1, predict the reactants needed to synthesize it. The reactants are: Cl[C:2]1[N:6]2[CH:7]=[C:8]([F:11])[CH:9]=[CH:10][C:5]2=[N:4][N:3]=1.Cl.[OH:13][C@H:14]1[CH2:19][CH2:18][CH2:17][NH:16][CH2:15]1.CCN(C(C)C)C(C)C. (3) Given the product [CH3:24][C:15]1[CH:20]=[CH:19][CH:18]=[CH:17][C:16]=1[C:2]1[CH:7]=[CH:6][CH:5]=[C:4]([C:8]2[CH:13]=[CH:12][C:11]([CH3:14])=[CH:10][N:9]=2)[CH:3]=1, predict the reactants needed to synthesize it. The reactants are: Br[C:2]1[CH:3]=[C:4]([C:8]2[CH:13]=[CH:12][C:11]([CH3:14])=[CH:10][N:9]=2)[CH:5]=[CH:6][CH:7]=1.[C:15]1([CH3:24])[CH:20]=[CH:19][CH:18]=[CH:17][C:16]=1B(O)O.C(=O)([O-])[O-].[K+].[K+].C(OCC)(=O)C. (4) The reactants are: C(OC(=O)[NH:7][CH:8]1[CH2:13][CH2:12][CH:11]([NH:14][C:15]([C:17]2[C:25]3[N:24]=[C:23]([C:26]4[S:27][CH:28]=[CH:29][CH:30]=4)[NH:22][C:21]=3[C:20]([O:31]C)=[CH:19][CH:18]=2)=[O:16])[CH2:10][CH2:9]1)(C)(C)C.B(Br)(Br)Br. Given the product [NH2:7][CH:8]1[CH2:13][CH2:12][CH:11]([NH:14][C:15]([C:17]2[C:25]3[N:24]=[C:23]([C:26]4[S:27][CH:28]=[CH:29][CH:30]=4)[NH:22][C:21]=3[C:20]([OH:31])=[CH:19][CH:18]=2)=[O:16])[CH2:10][CH2:9]1, predict the reactants needed to synthesize it. (5) The reactants are: [NH2:1][C:2]1[CH:3]=[CH:4][C:5]([O:25][CH3:26])=[C:6]([NH:8][S:9]([C:12]2[CH:17]=[CH:16][C:15]([C:18]3[O:19][C:20]([CH3:23])=[CH:21][CH:22]=3)=[C:14]([F:24])[CH:13]=2)(=[O:11])=[O:10])[CH:7]=1.C(N(CC)C(C)C)(C)C.CC(O[C:41]([N:43](C)[C:44]([CH3:49])([C:46](O)=[O:47])[CH3:45])=O)(C)C.CN(C(ON1N=NC2C=CC=CC1=2)=[N+](C)C)C.F[P-](F)(F)(F)(F)F.[Cl:75]CCl. Given the product [ClH:75].[F:24][C:14]1[CH:13]=[C:12]([S:9]([NH:8][C:6]2[CH:7]=[C:2]([NH:1][C:46](=[O:47])[C:44]([CH3:49])([CH3:45])[NH:43][CH3:41])[CH:3]=[CH:4][C:5]=2[O:25][CH3:26])(=[O:11])=[O:10])[CH:17]=[CH:16][C:15]=1[C:18]1[O:19][C:20]([CH3:23])=[CH:21][CH:22]=1, predict the reactants needed to synthesize it. (6) Given the product [C:1]([O:4][C:5]1[CH:10]=[CH:9][CH:8]=[C:7]([C:11]2[N:12]=[C:15]([CH3:16])[O:14][N:13]=2)[CH:6]=1)(=[O:3])[CH3:2], predict the reactants needed to synthesize it. The reactants are: [C:1]([O:4][C:5]1[CH:10]=[CH:9][CH:8]=[C:7]([C:11](=[N:13][O:14][C:15](=O)[CH3:16])[NH2:12])[CH:6]=1)(=[O:3])[CH3:2].C1(C)C=CC(S(O)(=O)=O)=CC=1.